This data is from Full USPTO retrosynthesis dataset with 1.9M reactions from patents (1976-2016). The task is: Predict the reactants needed to synthesize the given product. (1) The reactants are: [Br:1][C:2]1[C:10]2[S:9][C:8](=[N:11][C:12](=[O:20])[C:13]3[CH:18]=[CH:17][C:16]([CH3:19])=[CH:15][CH:14]=3)[N:7]([CH:21]([CH2:26][CH3:27])[C:22]([O:24]C)=[O:23])[C:6]=2[CH:5]=[CH:4][CH:3]=1.O1CCCC1.[OH-].[Na+]. Given the product [Br:1][C:2]1[C:10]2[S:9][C:8](=[N:11][C:12](=[O:20])[C:13]3[CH:18]=[CH:17][C:16]([CH3:19])=[CH:15][CH:14]=3)[N:7]([CH:21]([CH2:26][CH3:27])[C:22]([OH:24])=[O:23])[C:6]=2[CH:5]=[CH:4][CH:3]=1, predict the reactants needed to synthesize it. (2) The reactants are: [NH:1]1[C:9]2[C:4](=[C:5]([C:10]3[CH:18]=[C:17]4[C:13]([CH:14]=[N:15][N:16]4S(C4C=CC(C)=CC=4)(=O)=O)=[C:12]([C:29]4[O:30][C:31]([CH2:34][N:35]5[CH2:40][CH2:39][O:38][CH2:37][CH2:36]5)=[N:32][N:33]=4)[CH:11]=3)[CH:6]=[CH:7][CH:8]=2)[CH:3]=[CH:2]1.[OH-].[Na+].Cl. Given the product [NH:1]1[C:9]2[C:4](=[C:5]([C:10]3[CH:18]=[C:17]4[C:13]([CH:14]=[N:15][NH:16]4)=[C:12]([C:29]4[O:30][C:31]([CH2:34][N:35]5[CH2:40][CH2:39][O:38][CH2:37][CH2:36]5)=[N:32][N:33]=4)[CH:11]=3)[CH:6]=[CH:7][CH:8]=2)[CH:3]=[CH:2]1, predict the reactants needed to synthesize it. (3) Given the product [ClH:22].[Cl:36][C:17]1[C:18]([C:23]([NH:24][CH2:25][C:26]2[C:27](=[O:34])[NH:28][C:29]([CH3:33])=[CH:30][C:31]=2[CH3:32])=[O:35])=[N:19][C:20]([Cl:22])=[CH:21][C:16]=1[N:14]([CH3:15])[CH:11]1[CH2:10][CH2:9][NH:8][CH2:13][CH2:12]1, predict the reactants needed to synthesize it. The reactants are: C(OC([N:8]1[CH2:13][CH2:12][CH:11]([N:14]([C:16]2[CH:21]=[C:20]([Cl:22])[N:19]=[C:18]([C:23](=[O:35])[NH:24][CH2:25][C:26]3[C:27](=[O:34])[NH:28][C:29]([CH3:33])=[CH:30][C:31]=3[CH3:32])[C:17]=2[Cl:36])[CH3:15])[CH2:10][CH2:9]1)=O)(C)(C)C. (4) Given the product [CH3:12][O:11][CH2:10][C@H:9]([CH3:13])[O:8][C:6]1[CH:7]=[C:2]([CH:3]=[C:4]([C:14]2[NH:15][C:16]([C:19]3[S:20][CH:21]=[CH:22][N:23]=3)=[CH:17][CH:18]=2)[CH:5]=1)[O:1][C:32]1[CH:33]=[CH:34][C:35]([S:38]([CH3:41])(=[O:40])=[O:39])=[N:36][CH:37]=1, predict the reactants needed to synthesize it. The reactants are: [OH:1][C:2]1[CH:3]=[C:4]([C:14]2[N:15](C(OC(C)(C)C)=O)[C:16]([C:19]3[S:20][CH:21]=[CH:22][N:23]=3)=[CH:17][CH:18]=2)[CH:5]=[C:6]([O:8][C@@H:9]([CH3:13])[CH2:10][O:11][CH3:12])[CH:7]=1.F[C:32]1[CH:33]=[CH:34][C:35]([S:38]([CH3:41])(=[O:40])=[O:39])=[N:36][CH:37]=1.O.